From a dataset of Forward reaction prediction with 1.9M reactions from USPTO patents (1976-2016). Predict the product of the given reaction. Given the reactants O[CH2:2][C:3]1[CH:12]=[N:11][C:10]2[N:9]3[CH2:13][CH2:14][CH2:15][CH2:16][C@H:8]3[C:7](=[O:17])[NH:6][C:5]=2[CH:4]=1.[I-].C(C[P+](C)(C)C)#N.C(N(C(C)C)C(C)C)C.Cl.[Cl:36][C:37]1[CH:42]=[CH:41][C:40]([N:43]2[CH2:48][CH2:47][NH:46][CH2:45][CH2:44]2)=[CH:39][CH:38]=1, predict the reaction product. The product is: [Cl:36][C:37]1[CH:38]=[CH:39][C:40]([N:43]2[CH2:48][CH2:47][N:46]([CH2:2][C:3]3[CH:12]=[N:11][C:10]4[N:9]5[CH2:13][CH2:14][CH2:15][CH2:16][C@H:8]5[C:7](=[O:17])[NH:6][C:5]=4[CH:4]=3)[CH2:45][CH2:44]2)=[CH:41][CH:42]=1.